From a dataset of Peptide-MHC class I binding affinity with 185,985 pairs from IEDB/IMGT. Regression. Given a peptide amino acid sequence and an MHC pseudo amino acid sequence, predict their binding affinity value. This is MHC class I binding data. The peptide sequence is IFRRDQIWF. The MHC is HLA-B08:02 with pseudo-sequence HLA-B08:02. The binding affinity (normalized) is 0.0847.